Dataset: Reaction yield outcomes from USPTO patents with 853,638 reactions. Task: Predict the reaction yield, written as a fraction of the theoretical maximum amount of product (1.0 means a 100% yield; for example, 0.34 means a 34% yield). (1) The reactants are [NH2:1][C:2]1[CH:11]=[C:10]([Cl:12])[CH:9]=[CH:8][C:3]=1[C:4]([O:6]C)=O.[C:13]([C:19]([O:21][CH3:22])=[O:20])#[C:14][C:15]([O:17][CH3:18])=[O:16].CC(C)([O-])C.[K+]. The catalyst is C(O)(C)(C)C. The product is [Cl:12][C:10]1[CH:11]=[C:2]2[C:3]([C:4]([OH:6])=[C:13]([C:19]([O:21][CH3:22])=[O:20])[C:14]([C:15]([O:17][CH3:18])=[O:16])=[N:1]2)=[CH:8][CH:9]=1. The yield is 0.470. (2) The reactants are [CH3:1][C:2]1([C:8]([C:10]2[C:18]3[C:13](=[N:14][CH:15]=[C:16]([C:19]4[CH:24]=[CH:23][CH:22]=[C:21]([N:25]5[CH2:30][CH2:29][NH:28][CH2:27][CH2:26]5)[CH:20]=4)[N:17]=3)[NH:12][CH:11]=2)=[O:9])[CH2:7][CH2:6][CH2:5][CH2:4][CH2:3]1.[CH3:31][S:32](Cl)(=[O:34])=[O:33]. The catalyst is N1C=CC=CC=1. The product is [CH3:31][S:32]([N:28]1[CH2:29][CH2:30][N:25]([C:21]2[CH:20]=[C:19]([C:16]3[N:17]=[C:18]4[C:10]([C:8]([C:2]5([CH3:1])[CH2:7][CH2:6][CH2:5][CH2:4][CH2:3]5)=[O:9])=[CH:11][NH:12][C:13]4=[N:14][CH:15]=3)[CH:24]=[CH:23][CH:22]=2)[CH2:26][CH2:27]1)(=[O:34])=[O:33]. The yield is 0.220.